From a dataset of Forward reaction prediction with 1.9M reactions from USPTO patents (1976-2016). Predict the product of the given reaction. (1) Given the reactants [CH3:1][O:2][C:3]1[CH:4]=[C:5]2[C:10](=[CH:11][C:12]=1[O:13][CH3:14])[N:9]=[CH:8][CH:7]=[C:6]2[O:15][C:16]1[C:22]([CH3:23])=[CH:21][C:19]([NH2:20])=[C:18]([CH3:24])[CH:17]=1.C1(C)C=CC=CC=1.C(N(CC)CC)C.Cl[C:40](Cl)([O:42][C:43](=[O:49])OC(Cl)(Cl)Cl)Cl.[F:51][C:52]([F:62])([F:61])[C:53]1[CH:60]=[CH:59][C:56](CO)=[CH:55][CH:54]=1, predict the reaction product. The product is: [CH3:1][O:2][C:3]1[CH:4]=[C:5]2[C:10](=[CH:11][C:12]=1[O:13][CH3:14])[N:9]=[CH:8][CH:7]=[C:6]2[O:15][C:16]1[C:22]([CH3:23])=[CH:21][C:19]([NH:20][C:43](=[O:49])[O:42][CH2:40][C:56]2[CH:59]=[CH:60][C:53]([C:52]([F:62])([F:61])[F:51])=[CH:54][CH:55]=2)=[C:18]([CH3:24])[CH:17]=1. (2) Given the reactants [CH2:1]1[C:10]2[C:5](=[CH:6][CH:7]=[CH:8][CH:9]=2)[CH2:4][CH2:3][N:2]1[CH2:11][CH2:12][CH2:13][CH2:14][O:15][C:16]1[N:25]=[C:24]2[C:19]([CH:20]=[CH:21][C:22](=[O:26])[NH:23]2)=[CH:18][CH:17]=1.[Cl:27]C1C=C2C(=CC=1)CNCC2, predict the reaction product. The product is: [Cl:27][C:7]1[CH:6]=[C:5]2[C:10](=[CH:9][CH:8]=1)[CH2:1][N:2]([CH2:11][CH2:12][CH2:13][CH2:14][O:15][C:16]1[N:25]=[C:24]3[C:19]([CH:20]=[CH:21][C:22](=[O:26])[NH:23]3)=[CH:18][CH:17]=1)[CH2:3][CH2:4]2. (3) Given the reactants C(O[C:4]([C:6]1([CH2:12][CH2:13]OC)[CH2:11][CH2:10][NH:9][CH2:8][CH2:7]1)=[O:5])C.[F:16][C:17]([F:30])([F:29])[O:18][C:19]1[CH:24]=[CH:23][CH:22]=[CH:21][C:20]=1[S:25](Cl)(=[O:27])=[O:26].[CH:31]1([C:34]2[CH:40]=[CH:39][C:37]([NH2:38])=[CH:36][CH:35]=2)[CH2:33][CH2:32]1, predict the reaction product. The product is: [CH:31]1([C:34]2[CH:40]=[CH:39][C:37]([N:38]3[CH2:13][CH2:12][C:6]4([CH2:7][CH2:8][N:9]([S:25]([C:20]5[CH:21]=[CH:22][CH:23]=[CH:24][C:19]=5[O:18][C:17]([F:30])([F:29])[F:16])(=[O:27])=[O:26])[CH2:10][CH2:11]4)[C:4]3=[O:5])=[CH:36][CH:35]=2)[CH2:33][CH2:32]1. (4) Given the reactants Br[C:2]1[CH:3]=[CH:4][C:5]2[NH:16][C:15](=[O:17])[O:14][C:8]3([CH2:13][CH2:12][CH2:11][CH2:10][CH2:9]3)[C:6]=2[CH:7]=1.[N+:18]([C:21]1[CH:22]=[C:23](B(O)O)[CH:24]=[CH:25][CH:26]=1)([O-:20])=[O:19], predict the reaction product. The product is: [N+:18]([C:21]1[CH:26]=[C:25]([C:2]2[CH:3]=[CH:4][C:5]3[NH:16][C:15](=[O:17])[O:14][C:8]4([CH2:13][CH2:12][CH2:11][CH2:10][CH2:9]4)[C:6]=3[CH:7]=2)[CH:24]=[CH:23][CH:22]=1)([O-:20])=[O:19]. (5) Given the reactants [I:1][C:2]1[CH:12]=[CH:11][C:5]([O:6][CH2:7][C:8]([OH:10])=O)=[CH:4][CH:3]=1.[NH2:13][C:14]1[CH:15]=[C:16]([CH:20]=[CH:21][CH:22]=1)[C:17]([NH2:19])=[O:18].Cl.CN(C)CCCN=C=NCC.ON1C2C=CC=CC=2N=N1.C(N(CC)C(C)C)(C)C, predict the reaction product. The product is: [I:1][C:2]1[CH:3]=[CH:4][C:5]([O:6][CH2:7][C:8]([NH:13][C:14]2[CH:15]=[C:16]([CH:20]=[CH:21][CH:22]=2)[C:17]([NH2:19])=[O:18])=[O:10])=[CH:11][CH:12]=1.